Dataset: Reaction yield outcomes from USPTO patents with 853,638 reactions. Task: Predict the reaction yield, written as a fraction of the theoretical maximum amount of product (1.0 means a 100% yield; for example, 0.34 means a 34% yield). (1) The reactants are [Cl:1][C:2]1[CH:3]=[C:4]([N+:12]([O-:14])=[O:13])[C:5]([CH3:11])=[C:6]([CH:10]=1)[C:7]([OH:9])=[O:8].[C:15](=O)([O-])[O-].[Na+].[Na+].CI.O. The catalyst is CN(C=O)C.C(Cl)Cl. The product is [Cl:1][C:2]1[CH:3]=[C:4]([N+:12]([O-:14])=[O:13])[C:5]([CH3:11])=[C:6]([CH:10]=1)[C:7]([O:9][CH3:15])=[O:8]. The yield is 0.830. (2) The product is [CH2:6]([CH:13]([CH:19]([OH:21])[CH3:20])[C:14]([O:16][CH2:17][CH3:18])=[O:15])[C:7]1[CH:12]=[CH:11][CH:10]=[CH:9][CH:8]=1. The yield is 0.850. The catalyst is CO. The reactants are [BH4-].[Na+].[OH-].[Na+].O.[CH2:6]([CH:13]([C:19](=[O:21])[CH3:20])[C:14]([O:16][CH2:17][CH3:18])=[O:15])[C:7]1[CH:12]=[CH:11][CH:10]=[CH:9][CH:8]=1. (3) The reactants are [CH3:1][S:2]([NH:5][C:6]1[CH:7]=[C:8]2[C:12](=[CH:13][CH:14]=1)[N:11]([CH2:15][C:16]([OH:18])=[O:17])[CH2:10][CH2:9]2)(=[O:4])=[O:3].[Cl:19][C:20]1[CH:21]=[N+:22]([O-:45])[CH:23]=[C:24]([Cl:44])[C:25]=1[CH2:26][C@@H:27]([C:29]1[CH:34]=[CH:33][C:32]([O:35][CH:36]([F:38])[F:37])=[C:31]([O:39][CH2:40][CH:41]2[CH2:43][CH2:42]2)[CH:30]=1)O.C(Cl)CCl. The catalyst is CN(C1C=CN=CC=1)C.C(Cl)Cl. The product is [Cl:19][C:20]1[CH:21]=[N+:22]([O-:45])[CH:23]=[C:24]([Cl:44])[C:25]=1[CH2:26][C@@H:27]([C:29]1[CH:34]=[CH:33][C:32]([O:35][CH:36]([F:38])[F:37])=[C:31]([O:39][CH2:40][CH:41]2[CH2:43][CH2:42]2)[CH:30]=1)[O:17][C:16](=[O:18])[CH2:15][N:11]1[C:12]2[C:8](=[CH:7][C:6]([NH:5][S:2]([CH3:1])(=[O:3])=[O:4])=[CH:14][CH:13]=2)[CH2:9][CH2:10]1. The yield is 0.260.